From a dataset of Reaction yield outcomes from USPTO patents with 853,638 reactions. Predict the reaction yield, written as a fraction of the theoretical maximum amount of product (1.0 means a 100% yield; for example, 0.34 means a 34% yield). (1) The catalyst is ClCCl. The product is [C:1]([N:26]1[CH2:27][CH2:28][CH:24]([NH:23][CH2:22][C:20]([O:19][C:15]([CH3:18])([CH3:16])[CH3:17])=[O:21])[CH2:25]1)(=[O:3])[CH3:2]. The reactants are [C:1](OC(=O)C)(=[O:3])[CH3:2].C(N(CC)CC)C.[C:15]([O:19][C:20]([CH2:22][NH:23][CH:24]1[CH2:28][CH2:27][NH:26][CH2:25]1)=[O:21])([CH3:18])([CH3:17])[CH3:16]. The yield is 0.910. (2) The reactants are [CH2:1]([C:9]1[CH:15]=[CH:14][C:12]([NH2:13])=[CH:11][CH:10]=1)[CH2:2][CH2:3][CH2:4][CH2:5][CH2:6][CH2:7][CH3:8].Br[CH2:17][C:18]#[N:19].C([O-])([O-])=O.[K+].[K+]. The catalyst is CC#N. The product is [CH2:1]([C:9]1[CH:10]=[CH:11][C:12]([NH:13][CH2:17][C:18]#[N:19])=[CH:14][CH:15]=1)[CH2:2][CH2:3][CH2:4][CH2:5][CH2:6][CH2:7][CH3:8]. The yield is 0.740. (3) The reactants are [CH2:1]([N:3]1[C:7]2[N:8]=[C:9]([C:18]3[CH:23]=[CH:22][C:21]([NH:24][C:25]([NH:27][C:28]4[CH:37]=[CH:36][C:31]([C:32]([O:34]C)=[O:33])=[CH:30][CH:29]=4)=[O:26])=[CH:20][CH:19]=3)[N:10]=[C:11]([N:12]3[CH2:17][CH2:16][O:15][CH2:14][CH2:13]3)[C:6]=2[N:5]=[N:4]1)[CH3:2].[OH-].[Na+].Cl. The catalyst is C1COCC1.CO. The product is [CH2:1]([N:3]1[C:7]2[N:8]=[C:9]([C:18]3[CH:19]=[CH:20][C:21]([NH:24][C:25]([NH:27][C:28]4[CH:29]=[CH:30][C:31]([C:32]([OH:34])=[O:33])=[CH:36][CH:37]=4)=[O:26])=[CH:22][CH:23]=3)[N:10]=[C:11]([N:12]3[CH2:17][CH2:16][O:15][CH2:14][CH2:13]3)[C:6]=2[N:5]=[N:4]1)[CH3:2]. The yield is 0.980. (4) The reactants are [CH3:1][C:2]1[N:6]=[C:5]([C:7]2[CH:12]=[CH:11][C:10]([N+:13]([O-])=O)=[CH:9][CH:8]=2)[S:4][N:3]=1.C(=O)([O-])O.[Na+]. The yield is 0.970. The catalyst is C(O)C. The product is [CH3:1][C:2]1[N:6]=[C:5]([C:7]2[CH:12]=[CH:11][C:10]([NH2:13])=[CH:9][CH:8]=2)[S:4][N:3]=1. (5) The reactants are [Si:1]([O:8][C@H:9]([C:18]1[CH:23]=[CH:22][CH:21]=[CH:20][CH:19]=1)[C@@H:10]([CH2:14][CH2:15][C:16]#[CH:17])C(O)=O)([C:4]([CH3:7])([CH3:6])[CH3:5])([CH3:3])[CH3:2].C([N:26]([CH2:29]C)CC)C.C1(P(N=[N+]=[N-])(C2C=CC=CC=2)=[O:38])C=CC=CC=1.[CH3:48][O:49][C:50]1[CH:57]=[CH:56][C:53]([CH2:54][OH:55])=[CH:52][CH:51]=1. The catalyst is C1(C)C=CC=CC=1.C(=O)(O)[O-]. The product is [Si:1]([O:8][C@H:9]([C:18]1[CH:23]=[CH:22][CH:21]=[CH:20][CH:19]=1)[C@H:10]([NH:26][C:29](=[O:38])[O:55][CH2:54][C:53]1[CH:56]=[CH:57][C:50]([O:49][CH3:48])=[CH:51][CH:52]=1)[CH2:14][CH2:15][C:16]#[CH:17])([C:4]([CH3:5])([CH3:6])[CH3:7])([CH3:3])[CH3:2]. The yield is 0.905. (6) The reactants are [Br:1][C:2]1[CH:11]=[CH:10][C:5]([O:6][CH2:7][CH2:8][OH:9])=[CH:4][CH:3]=1.C(N(CC)CC)C.[Si:19](Cl)([C:22]([CH3:25])([CH3:24])[CH3:23])([CH3:21])[CH3:20]. The catalyst is ClCCl.CN(C)C1C=CN=CC=1. The product is [Br:1][C:2]1[CH:11]=[CH:10][C:5]([O:6][CH2:7][CH2:8][O:9][Si:19]([C:22]([CH3:25])([CH3:24])[CH3:23])([CH3:21])[CH3:20])=[CH:4][CH:3]=1. The yield is 0.980. (7) The reactants are [NH:1]1[CH2:6][CH2:5][O:4][CH2:3][CH2:2]1.F[C:8]1[CH:16]=[CH:15][C:11]([C:12]([NH2:14])=[O:13])=[CH:10][CH:9]=1. The catalyst is O. The product is [N:1]1([C:8]2[CH:16]=[CH:15][C:11]([C:12]([NH2:14])=[O:13])=[CH:10][CH:9]=2)[CH2:6][CH2:5][O:4][CH2:3][CH2:2]1. The yield is 0.940. (8) The reactants are [C:1]([NH2:9])([CH2:4][C:5]([CH3:8])([CH3:7])[CH3:6])([CH3:3])[CH3:2].C(N(CC)CC)C.[N+:17]([C:20]1[CH:28]=[CH:27][C:23]([C:24](Cl)=[O:25])=[CH:22][CH:21]=1)([O-:19])=[O:18]. The catalyst is ClC(Cl)C. The product is [N+:17]([C:20]1[CH:21]=[CH:22][C:23]([C:24]([NH:9][C:1]([CH2:4][C:5]([CH3:8])([CH3:7])[CH3:6])([CH3:3])[CH3:2])=[O:25])=[CH:27][CH:28]=1)([O-:19])=[O:18]. The yield is 0.760. (9) The reactants are Cl[CH2:2][C:3]([O:5][C:6]([CH3:9])([CH3:8])[CH3:7])=[O:4].[Cl:10][C:11]1[C:12]([F:37])=[C:13]([CH:34]=[CH:35][CH:36]=1)[NH:14][C:15]1[C:24]2[C:19](=[CH:20][C:21]([O:32][CH3:33])=[C:22]([O:25][CH:26]3[CH2:31][CH2:30][NH:29][CH2:28][CH2:27]3)[CH:23]=2)[N:18]=[CH:17][N:16]=1.[I-].[K+].C(=O)([O-])[O-].[K+].[K+]. The catalyst is CC(N(C)C)=O. The product is [Cl:10][C:11]1[C:12]([F:37])=[C:13]([CH:34]=[CH:35][CH:36]=1)[NH:14][C:15]1[C:24]2[C:19](=[CH:20][C:21]([O:32][CH3:33])=[C:22]([O:25][CH:26]3[CH2:31][CH2:30][N:29]([CH2:2][C:3]([O:5][C:6]([CH3:9])([CH3:8])[CH3:7])=[O:4])[CH2:28][CH2:27]3)[CH:23]=2)[N:18]=[CH:17][N:16]=1. The yield is 0.600. (10) The reactants are [CH3:1][C:2](=[O:6])[CH2:3][CH2:4][CH3:5].[Li+].C[Si]([N-][Si](C)(C)C)(C)C.[C:17](Cl)(=O)CCC.[NH2:23][CH:24]=[CH:25][C:26](=O)[C:27](F)(F)F.[F:32][C:33]([F:38])([F:37])[C:34](O)=O. The catalyst is C1(C)C=CC=CC=1. The product is [C:2]([C:3]1[C:24]([CH2:25][CH2:26][CH3:27])=[N:23][C:34]([C:33]([F:38])([F:37])[F:32])=[CH:5][CH:4]=1)(=[O:6])[CH2:1][CH3:17]. The yield is 0.510.